Dataset: TCR-epitope binding with 47,182 pairs between 192 epitopes and 23,139 TCRs. Task: Binary Classification. Given a T-cell receptor sequence (or CDR3 region) and an epitope sequence, predict whether binding occurs between them. (1) The epitope is CLGGLLTMV. The TCR CDR3 sequence is CASSLVQGDNYGYTF. Result: 1 (the TCR binds to the epitope). (2) The epitope is VTEHDTLLY. The TCR CDR3 sequence is CASSYYRDRDYEQYF. Result: 0 (the TCR does not bind to the epitope). (3) The epitope is KLPDDFTGCV. The TCR CDR3 sequence is CASSQDRGYQETQYF. Result: 1 (the TCR binds to the epitope). (4) The epitope is AMFWSVPTV. The TCR CDR3 sequence is CASSGLKNIQYF. Result: 0 (the TCR does not bind to the epitope). (5) The epitope is SSNVANYQK. The TCR CDR3 sequence is CASSMRSYNEQFF. Result: 0 (the TCR does not bind to the epitope). (6) The epitope is RILGAGCFV. The TCR CDR3 sequence is CASSYSPGYYGYTF. Result: 0 (the TCR does not bind to the epitope). (7) The epitope is YVLDHLIVV. The TCR CDR3 sequence is CASSFIAGQGRETQYF. Result: 0 (the TCR does not bind to the epitope).